Dataset: Full USPTO retrosynthesis dataset with 1.9M reactions from patents (1976-2016). Task: Predict the reactants needed to synthesize the given product. (1) Given the product [CH:1]1([C:6]2[NH:11][C:10](=[O:12])[C:9]3=[C:13]([CH2:14][CH3:15])[N:16]=[C:17]([CH2:18][CH:19]([CH3:21])[CH3:20])[N:8]3[N:7]=2)[CH2:5][CH2:4][CH2:3][CH2:2]1, predict the reactants needed to synthesize it. The reactants are: [CH:1]1([C:6]2[NH:11][C:10](=[O:12])[C:9]([CH:13]([NH:16][C:17](=O)[CH2:18][CH:19]([CH3:21])[CH3:20])[CH2:14][CH3:15])=[N:8][N:7]=2)[CH2:5][CH2:4][CH2:3][CH2:2]1.P(Cl)(Cl)(Cl)=O. (2) Given the product [N:9]1[C:10]2[CH:15]=[CH:14][CH:13]=[CH:12][C:11]=2[NH:7][CH:8]=1, predict the reactants needed to synthesize it. The reactants are: C1([N:7]=[C:8]=[N:9][CH:10]2[CH2:15][CH2:14][CH2:13][CH2:12][CH2:11]2)CCCCC1. (3) Given the product [I:1][C:2]1[CH:3]=[C:4]([OH:10])[CH:5]=[C:6]([OH:8])[CH:7]=1, predict the reactants needed to synthesize it. The reactants are: [I:1][C:2]1[CH:7]=[C:6]([O:8]C)[CH:5]=[C:4]([O:10]C)[CH:3]=1.ClCCl.B(Br)(Br)Br.Cl. (4) Given the product [Cl:1][C:2]1[N:3]=[C:4]([N:17]2[CH2:22][CH2:21][O:20][CH2:19][CH2:18]2)[C:5]2[O:10][C:9]3[N:11]=[CH:12][C:13]([CH2:15][N:28]([CH3:29])[CH3:27])=[CH:14][C:8]=3[C:6]=2[N:7]=1, predict the reactants needed to synthesize it. The reactants are: [Cl:1][C:2]1[N:3]=[C:4]([N:17]2[CH2:22][CH2:21][O:20][CH2:19][CH2:18]2)[C:5]2[O:10][C:9]3[N:11]=[CH:12][C:13]([CH:15]=O)=[CH:14][C:8]=3[C:6]=2[N:7]=1.Cl.FC1C[CH2:29][NH:28][CH2:27]C1.CC([O-])=O.[Na+].[BH-](OC(C)=O)(OC(C)=O)OC(C)=O.[Na+].[BH3-]C#N.[Na+].